Dataset: Catalyst prediction with 721,799 reactions and 888 catalyst types from USPTO. Task: Predict which catalyst facilitates the given reaction. Reactant: Cl[C:2]1[CH:7]=[C:6]([N:8]2[CH2:13][CH2:12][O:11][CH2:10][CH2:9]2)[N:5]=[C:4]([NH:14][CH2:15][CH3:16])[N:3]=1.[CH3:17][C:18]1[N:23]=[CH:22][C:21]([NH:24][C:25](=[O:36])[C:26]2[CH:31]=[CH:30][CH:29]=[C:28]([C:32]([F:35])([F:34])[F:33])[CH:27]=2)=[CH:20][C:19]=1B1OC(C)(C)C(C)(C)O1.C(Cl)Cl.C(=O)([O-])[O-].[Na+].[Na+]. Product: [CH2:15]([NH:14][C:4]1[N:3]=[C:2]([C:19]2[CH:20]=[C:21]([NH:24][C:25](=[O:36])[C:26]3[CH:31]=[CH:30][CH:29]=[C:28]([C:32]([F:33])([F:35])[F:34])[CH:27]=3)[CH:22]=[N:23][C:18]=2[CH3:17])[CH:7]=[C:6]([N:8]2[CH2:13][CH2:12][O:11][CH2:10][CH2:9]2)[N:5]=1)[CH3:16]. The catalyst class is: 438.